This data is from Reaction yield outcomes from USPTO patents with 853,638 reactions. The task is: Predict the reaction yield, written as a fraction of the theoretical maximum amount of product (1.0 means a 100% yield; for example, 0.34 means a 34% yield). The reactants are FC(F)(F)C([O-])=O.[CH:8]1([N:14]2[CH2:19][CH2:18][NH2+:17][CH2:16][C:15]2=[O:20])[CH2:13][CH2:12][CH2:11][CH2:10][CH2:9]1.CCN(CC)CC.[CH3:28][C:29]([O:32][C:33](O[C:33]([O:32][C:29]([CH3:31])([CH3:30])[CH3:28])=[O:34])=[O:34])([CH3:31])[CH3:30].N.CO. The catalyst is C(Cl)Cl.CCOC(C)=O. The product is [CH:8]1([N:14]2[CH2:19][CH2:18][N:17]([C:33]([O:32][C:29]([CH3:31])([CH3:30])[CH3:28])=[O:34])[CH2:16][C:15]2=[O:20])[CH2:9][CH2:10][CH2:11][CH2:12][CH2:13]1. The yield is 0.950.